This data is from Full USPTO retrosynthesis dataset with 1.9M reactions from patents (1976-2016). The task is: Predict the reactants needed to synthesize the given product. (1) Given the product [ClH:1].[Cl:33][C:28]1[CH:27]=[C:26]([CH:31]=[CH:30][C:29]=1[F:32])[C:25]([NH:24][C@H:21]1[CH2:20][CH2:19][C@@H:18]([NH:17][C:2]2[CH:3]=[C:4]([N:14]([CH3:16])[CH3:15])[N:5]=[C:6]([C:8]3[CH:13]=[CH:12][CH:11]=[CH:10][CH:9]=3)[N:7]=2)[CH2:23][CH2:22]1)=[O:34], predict the reactants needed to synthesize it. The reactants are: [Cl:1][C:2]1[N:7]=[C:6]([C:8]2[CH:13]=[CH:12][CH:11]=[CH:10][CH:9]=2)[N:5]=[C:4]([N:14]([CH3:16])[CH3:15])[CH:3]=1.[NH2:17][C@@H:18]1[CH2:23][CH2:22][C@H:21]([NH:24][C:25](=[O:34])[C:26]2[CH:31]=[CH:30][C:29]([F:32])=[C:28]([Cl:33])[CH:27]=2)[CH2:20][CH2:19]1. (2) Given the product [CH:18]1([C:17]2[O:16][N:15]=[C:14]([C:21]3[CH:26]=[CH:25][CH:24]=[CH:23][CH:22]=3)[C:13]=2[C:10]2[O:9][C:8]([C:5]3[CH:6]=[CH:7][C:2]([NH:29][CH:30]4[CH2:35][CH2:34][O:33][CH2:32][CH2:31]4)=[CH:3][C:4]=3[O:27][CH3:28])=[N:12][N:11]=2)[CH2:20][CH2:19]1, predict the reactants needed to synthesize it. The reactants are: F[C:2]1[CH:7]=[CH:6][C:5]([C:8]2[O:9][C:10]([C:13]3[C:14]([C:21]4[CH:26]=[CH:25][CH:24]=[CH:23][CH:22]=4)=[N:15][O:16][C:17]=3[CH:18]3[CH2:20][CH2:19]3)=[N:11][N:12]=2)=[C:4]([O:27][CH3:28])[CH:3]=1.[NH2:29][CH:30]1[CH2:35][CH2:34][O:33][CH2:32][CH2:31]1.C(N(CC)C(C)C)(C)C.